From a dataset of Peptide-MHC class I binding affinity with 185,985 pairs from IEDB/IMGT. Regression. Given a peptide amino acid sequence and an MHC pseudo amino acid sequence, predict their binding affinity value. This is MHC class I binding data. The binding affinity (normalized) is 0.0335. The MHC is HLA-B35:01 with pseudo-sequence HLA-B35:01. The peptide sequence is DPEYFDNERI.